This data is from Catalyst prediction with 721,799 reactions and 888 catalyst types from USPTO. The task is: Predict which catalyst facilitates the given reaction. (1) Product: [N:34]1([CH2:6][C@H:7]2[CH2:12][N:11]([S:13]([C:16]3[S:17][CH:18]=[CH:19][CH:20]=3)(=[O:15])=[O:14])[CH2:10][CH2:9][N:8]2[C:21]2[CH:26]=[CH:25][C:24]([C:27]([OH:33])([CH3:32])[C:28]([F:31])([F:29])[F:30])=[CH:23][CH:22]=2)[CH:38]=[CH:37][N:36]=[CH:35]1. The catalyst class is: 47. Reactant: CS(O[CH2:6][C@H:7]1[CH2:12][N:11]([S:13]([C:16]2[S:17][CH:18]=[CH:19][CH:20]=2)(=[O:15])=[O:14])[CH2:10][CH2:9][N:8]1[C:21]1[CH:26]=[CH:25][C:24]([C:27]([OH:33])([CH3:32])[C:28]([F:31])([F:30])[F:29])=[CH:23][CH:22]=1)(=O)=O.[NH:34]1[CH:38]=[CH:37][N:36]=[CH:35]1.C(=O)([O-])[O-].[Cs+].[Cs+]. (2) Reactant: [Cl:1][C:2]1[C:3]([NH2:19])=[N:4][C:5](F)=[N:6][C:7]=1[N:8]1[C:12]2[CH:13]=[CH:14][CH:15]=[CH:16][C:11]=2[N:10]=[C:9]1[CH3:17].[CH3:20][O:21][C:22]1[CH:28]=[CH:27][C:25]([NH2:26])=[CH:24][CH:23]=1.CN1C(=O)CCC1. Product: [Cl:1][C:2]1[C:3]([NH2:19])=[N:4][C:5]([NH:26][C:25]2[CH:27]=[CH:28][C:22]([O:21][CH3:20])=[CH:23][CH:24]=2)=[N:6][C:7]=1[N:8]1[C:12]2[CH:13]=[CH:14][CH:15]=[CH:16][C:11]=2[N:10]=[C:9]1[CH3:17]. The catalyst class is: 6. (3) Product: [C:1]([O:5][CH2:6][CH2:7][CH2:8][CH3:9])(=[O:4])[CH:2]=[CH2:3].[C:10]([O:15][CH3:16])(=[O:14])[C:11]([CH3:13])=[CH2:12].[C:17]([O:22][CH2:23][CH:24]1[O:26][CH2:25]1)(=[O:21])[C:18]([CH3:20])=[CH2:19]. The catalyst class is: 113. Reactant: [C:1]([O:5][CH2:6][CH2:7][CH2:8][CH3:9])(=[O:4])[CH:2]=[CH2:3].[C:10]([O:15][CH3:16])(=[O:14])[C:11]([CH3:13])=[CH2:12].[C:17]([O:22][CH2:23][CH:24]1[O:26][CH2:25]1)(=[O:21])[C:18]([CH3:20])=[CH2:19].C(OOC(C)(C)C)(C)(C)C. (4) Reactant: [Br:1]N1C(=O)NC(=O)N(Br)C1=O.[CH2:12]([O:14][C:15]1[CH:16]=[C:17]([C:25]2[CH:30]=[CH:29][C:28]([F:31])=[CH:27][CH:26]=2)[CH:18]=[CH:19][C:20]=1[C:21]([O:23][CH3:24])=[O:22])[CH3:13].CN(C=O)C. Product: [Br:1][C:18]1[CH:19]=[C:20]([C:21]([O:23][CH3:24])=[O:22])[C:15]([O:14][CH2:12][CH3:13])=[CH:16][C:17]=1[C:25]1[CH:26]=[CH:27][C:28]([F:31])=[CH:29][CH:30]=1. The catalyst class is: 6. (5) Reactant: [I:1][C:2]1[C:6]([C:7]([O:9][CH2:10][CH3:11])=[O:8])=[CH:5][NH:4][N:3]=1.F[C:13]1[CH:18]=[CH:17][C:16]([F:19])=[CH:15][N:14]=1.C(=O)([O-])[O-].[K+].[K+].C(OCC)(=O)C. Product: [F:19][C:16]1[CH:17]=[CH:18][C:13]([N:4]2[CH:5]=[C:6]([C:7]([O:9][CH2:10][CH3:11])=[O:8])[C:2]([I:1])=[N:3]2)=[N:14][CH:15]=1. The catalyst class is: 18. (6) Reactant: [C:1]([O:8][CH3:9])(=[O:7])[CH2:2][C:3]([O:5][CH3:6])=[O:4].[CH:10]([C:13]1[CH:20]=[CH:19][C:16]([CH:17]=O)=[CH:15][CH:14]=1)([CH3:12])[CH3:11].N1CCCCC1.C(O)(=O)C. Product: [CH3:6][O:5][C:3](=[O:4])[C:2](=[CH:17][C:16]1[CH:19]=[CH:20][C:13]([CH:10]([CH3:12])[CH3:11])=[CH:14][CH:15]=1)[C:1]([O:8][CH3:9])=[O:7]. The catalyst class is: 1.